Dataset: Catalyst prediction with 721,799 reactions and 888 catalyst types from USPTO. Task: Predict which catalyst facilitates the given reaction. (1) Product: [CH3:27][C:17]1[CH:22]=[CH:21][C:20]([S:23]([N:1]2[CH:6]([C:11]#[N:12])[CH:5]=[CH:4][CH:3]=[N:2]2)(=[O:25])=[O:24])=[CH:19][CH:18]=1. Reactant: [N:1]1[CH:6]=[CH:5][CH:4]=[CH:3][N:2]=1.C[Si]([C:11]#[N:12])(C)C.[Cl-].[Al+3].[Cl-].[Cl-].[C:17]1([CH3:27])[CH:22]=[CH:21][C:20]([S:23](Cl)(=[O:25])=[O:24])=[CH:19][CH:18]=1. The catalyst class is: 497. (2) Reactant: [H-].[Na+].[N:3]1([CH2:8][CH2:9][S:10]([CH2:13][C:14]2[CH:19]=[CH:18][C:17]([OH:20])=[CH:16][CH:15]=2)(=[O:12])=[O:11])[CH:7]=[CH:6][N:5]=[N:4]1.Cl[CH2:22][C:23]1[N:24]=[C:25]([CH:28]=[CH:29][C:30]2[CH:35]=[CH:34][C:33]([S:36]([C:38]([F:41])([F:40])[F:39])=[O:37])=[CH:32][CH:31]=2)[O:26][CH:27]=1.O. Product: [F:41][C:38]([F:39])([F:40])[S:36]([C:33]1[CH:34]=[CH:35][C:30](/[CH:29]=[CH:28]/[C:25]2[O:26][CH:27]=[C:23]([CH2:22][O:20][C:17]3[CH:16]=[CH:15][C:14]([CH2:13][S:10]([CH2:9][CH2:8][N:3]4[CH:7]=[CH:6][N:5]=[N:4]4)(=[O:12])=[O:11])=[CH:19][CH:18]=3)[N:24]=2)=[CH:31][CH:32]=1)=[O:37]. The catalyst class is: 3. (3) Reactant: O[CH2:2][CH2:3][CH2:4][CH2:5][NH:6][C:7]([C:9]1[CH:10]=[C:11]2[C:16](=[CH:17][CH:18]=1)[N:15]=[CH:14][CH:13]=[CH:12]2)=[O:8].C1(P(C2C=CC=CC=2)C2C=CC=CC=2)C=CC=CC=1.C(Br)(Br)(Br)[Br:39]. Product: [Br:39][CH2:2][CH2:3][CH2:4][CH2:5][NH:6][C:7]([C:9]1[CH:10]=[C:11]2[C:16](=[CH:17][CH:18]=1)[N:15]=[CH:14][CH:13]=[CH:12]2)=[O:8]. The catalyst class is: 10.